This data is from Retrosynthesis with 50K atom-mapped reactions and 10 reaction types from USPTO. The task is: Predict the reactants needed to synthesize the given product. (1) Given the product Cc1cc(O)nc(SCc2ncn(C)c2Cl)n1, predict the reactants needed to synthesize it. The reactants are: Cc1cc(O)nc(S)n1.Cn1cnc(CCl)c1Cl. (2) Given the product CN(CCOc1ccc(Br)cc1)C(=O)OC(C)(C)C, predict the reactants needed to synthesize it. The reactants are: CN(CCO)C(=O)OC(C)(C)C.Oc1ccc(Br)cc1. (3) Given the product c1cc2c(nc1CC1CCNCC1)NCCC2, predict the reactants needed to synthesize it. The reactants are: CC(C)(C)OC(=O)N1CCC(Cc2ccc3c(n2)NCCC3)CC1. (4) The reactants are: Cc1c(N[C@@H](c2nnc(-c3ccccc3)s2)[C@H](C)O[Si](C)(C)C(C)(C)C)ccc(C#N)c1Cl. Given the product Cc1c(N[C@@H](c2nnc(-c3ccccc3)s2)[C@H](C)O)ccc(C#N)c1Cl, predict the reactants needed to synthesize it.